This data is from Forward reaction prediction with 1.9M reactions from USPTO patents (1976-2016). The task is: Predict the product of the given reaction. Given the reactants [N:1]1[CH:6]=[CH:5][CH:4]=[CH:3][C:2]=1[NH:7][C:8]1[CH:13]=[CH:12][CH:11]=[CH:10][C:9]=1[NH2:14].[CH2:15]([O:17][C:18]1[CH:28]=[CH:27][C:21]([CH:22]=[CH:23][C:24](Cl)=O)=[CH:20][CH:19]=1)[CH3:16].N1C=CC=CC=1N1C2C=CC=CC=2N=C1/C=C/C1C=CC=CC=1.[C:52]([OH:57])(=[O:56])[C:53]([OH:55])=[O:54], predict the reaction product. The product is: [C:52]([OH:57])(=[O:56])[C:53]([OH:55])=[O:54].[O:17]([C:18]1[CH:28]=[CH:27][C:21](/[CH:22]=[CH:23]/[C:24]2[N:7]([C:2]3[CH:3]=[CH:4][CH:5]=[CH:6][N:1]=3)[C:8]3[CH:13]=[CH:12][CH:11]=[CH:10][C:9]=3[N:14]=2)=[CH:20][CH:19]=1)[CH2:15][CH3:16].